From a dataset of Reaction yield outcomes from USPTO patents with 853,638 reactions. Predict the reaction yield, written as a fraction of the theoretical maximum amount of product (1.0 means a 100% yield; for example, 0.34 means a 34% yield). (1) The reactants are [F-].[K+].Cl[C:4]1[C:9]([C:10]#[N:11])=[CH:8][CH:7]=[CH:6][N:5]=1.[S:12]1[CH:16]=[CH:15][C:14](B(O)O)=[CH:13]1. The catalyst is CC(C)([P](C(C)(C)C)([Pd][P](C(C)(C)C)(C(C)(C)C)C(C)(C)C)C(C)(C)C)C.C1C=CC(/C=C/C(/C=C/C2C=CC=CC=2)=O)=CC=1.C1C=CC(/C=C/C(/C=C/C2C=CC=CC=2)=O)=CC=1.C1C=CC(/C=C/C(/C=C/C2C=CC=CC=2)=O)=CC=1.[Pd].[Pd]. The product is [S:12]1[CH:16]=[CH:15][C:14]([C:4]2[N:5]=[CH:6][CH:7]=[CH:8][C:9]=2[C:10]#[N:11])=[CH:13]1. The yield is 0.560. (2) The reactants are [OH:1][C:2]([CH3:35])([CH3:34])[CH2:3][C@@:4]1([C:28]2[CH:33]=[CH:32][CH:31]=[CH:30][CH:29]=2)[O:9][C:8](=[O:10])[N:7]([C@H:11]([C:13]2[CH:18]=[CH:17][C:16](B3OC(C)(C)C(C)(C)O3)=[CH:15][CH:14]=2)[CH3:12])[CH2:6][CH2:5]1.Br[C:37]1[CH:38]=[CH:39][C:40](=[O:46])[N:41]([CH2:43][CH2:44][F:45])[CH:42]=1.C([O-])([O-])=O.[Cs+].[Cs+].CCOC(C)=O. The catalyst is O1CCOCC1.Cl[Pd](Cl)([P](C1C=CC=CC=1)(C1C=CC=CC=1)C1C=CC=CC=1)[P](C1C=CC=CC=1)(C1C=CC=CC=1)C1C=CC=CC=1.O. The product is [F:45][CH2:44][CH2:43][N:41]1[C:40](=[O:46])[CH:39]=[CH:38][C:37]([C:16]2[CH:15]=[CH:14][C:13]([C@@H:11]([N:7]3[CH2:6][CH2:5][C@:4]([CH2:3][C:2]([OH:1])([CH3:34])[CH3:35])([C:28]4[CH:33]=[CH:32][CH:31]=[CH:30][CH:29]=4)[O:9][C:8]3=[O:10])[CH3:12])=[CH:18][CH:17]=2)=[CH:42]1. The yield is 0.200. (3) The reactants are [NH2:1][CH:2]1[CH2:7][CH2:6][O:5][CH2:4][CH2:3]1.CC(C)([O-])C.[Na+].Br[C:15]1[CH:22]=[C:21]([N:23]2[C:31]3[CH2:30][C:29]([CH3:33])([CH3:32])[CH2:28][C:27](=[O:34])[C:26]=3[C:25]([CH:35]([F:37])[F:36])=[N:24]2)[CH:20]=[CH:19][C:16]=1[C:17]#[N:18]. The catalyst is C1(C)C=CC=CC=1.O.C(OCC)(=O)C.C([O-])(=O)C.[Pd+2].C([O-])(=O)C.C1(P(C2C=CC=CC=2)[C-]2C=CC=C2)C=CC=CC=1.[C-]1(P(C2C=CC=CC=2)C2C=CC=CC=2)C=CC=C1.[Fe+2]. The product is [CH3:32][C:29]1([CH3:33])[CH2:30][C:31]2[N:23]([C:21]3[CH:22]=[CH:15][C:16]([C:17]#[N:18])=[C:19]([NH:1][CH:2]4[CH2:7][CH2:6][O:5][CH2:4][CH2:3]4)[CH:20]=3)[N:24]=[C:25]([CH:35]([F:36])[F:37])[C:26]=2[C:27](=[O:34])[CH2:28]1. The yield is 0.650. (4) The reactants are [CH:1]([C:3]1[CH:4]=[C:5]([C:9]2[CH:10]=[C:11]3[C:15](=[C:16]([C:18]([NH2:20])=[O:19])[CH:17]=2)[NH:14][CH:13]=[C:12]3[CH:21]2[CH2:26][CH2:25][N:24]([S:27]([CH2:30][CH2:31][CH2:32][N:33]3[CH2:37][CH2:36][CH2:35][CH2:34]3)(=[O:29])=[O:28])[CH2:23][CH2:22]2)[CH:6]=[CH:7][CH:8]=1)=O.[CH2:38]([NH2:40])[CH3:39].C1COCC1.[BH4-].[Na+]. The catalyst is CO. The product is [CH2:38]([NH:40][CH2:1][C:3]1[CH:4]=[C:5]([C:9]2[CH:10]=[C:11]3[C:15](=[C:16]([C:18]([NH2:20])=[O:19])[CH:17]=2)[NH:14][CH:13]=[C:12]3[CH:21]2[CH2:26][CH2:25][N:24]([S:27]([CH2:30][CH2:31][CH2:32][N:33]3[CH2:34][CH2:35][CH2:36][CH2:37]3)(=[O:29])=[O:28])[CH2:23][CH2:22]2)[CH:6]=[CH:7][CH:8]=1)[CH3:39]. The yield is 0.520. (5) The reactants are [Cl:1][C:2]1[CH:7]=[CH:6][C:5]([C:8]([C:11]2[N:15]([C:16]3[CH:21]=[CH:20][C:19]([F:22])=[CH:18][CH:17]=3)[C:14]([S:23][CH2:24][C:25]3[C:34]([F:35])=[CH:33][C:28]([O:29][CH2:30][CH2:31][OH:32])=[CH:27][C:26]=3[F:36])=[N:13][CH:12]=2)([CH3:10])[CH3:9])=[CH:4][C:3]=1[O:37][CH3:38].CCN(C(C)C)C(C)C.[CH3:48][S:49](Cl)(=[O:51])=[O:50]. The catalyst is C(Cl)Cl. The product is [CH3:48][S:49]([O:32][CH2:31][CH2:30][O:29][C:28]1[CH:27]=[C:26]([F:36])[C:25]([CH2:24][S:23][C:14]2[N:15]([C:16]3[CH:21]=[CH:20][C:19]([F:22])=[CH:18][CH:17]=3)[C:11]([C:8]([C:5]3[CH:6]=[CH:7][C:2]([Cl:1])=[C:3]([O:37][CH3:38])[CH:4]=3)([CH3:10])[CH3:9])=[CH:12][N:13]=2)=[C:34]([F:35])[CH:33]=1)(=[O:51])=[O:50]. The yield is 0.950. (6) The reactants are [F:1][CH:2]([F:35])[C:3]1[CH:8]=[CH:7][C:6]([C:9]2[S:13][C:12]3[CH:14]=[C:15]([OH:18])[CH:16]=[CH:17][C:11]=3[C:10]=2[O:19][C:20]2[CH:25]=[CH:24][C:23](/[CH:26]=[CH:27]/[C:28]([O:30]C(C)(C)C)=[O:29])=[CH:22][CH:21]=2)=[CH:5][CH:4]=1.Cl. The catalyst is C1COCC1. The product is [F:35][CH:2]([F:1])[C:3]1[CH:4]=[CH:5][C:6]([C:9]2[S:13][C:12]3[CH:14]=[C:15]([OH:18])[CH:16]=[CH:17][C:11]=3[C:10]=2[O:19][C:20]2[CH:25]=[CH:24][C:23](/[CH:26]=[CH:27]/[C:28]([OH:30])=[O:29])=[CH:22][CH:21]=2)=[CH:7][CH:8]=1. The yield is 0.790. (7) The reactants are [OH:1][N:2]=[CH:3][C:4]1[C:13]2[C:8](=[CH:9][CH:10]=[CH:11][CH:12]=2)[C:7]([C:14]([O:16][CH3:17])=[O:15])=[CH:6][CH:5]=1.ClN1C(=O)CCC1=O.[Cl:26][C:27]1[CH:32]=[C:31]([C:33]([C:35]([F:38])([F:37])[F:36])=[CH2:34])[CH:30]=[C:29]([Cl:39])[CH:28]=1.C(N(CC)CC)C. The catalyst is CN(C)C=O.O. The product is [Cl:26][C:27]1[CH:32]=[C:31]([C:33]2([C:35]([F:38])([F:36])[F:37])[O:1][N:2]=[C:3]([C:4]3[C:13]4[C:8](=[CH:9][CH:10]=[CH:11][CH:12]=4)[C:7]([C:14]([O:16][CH3:17])=[O:15])=[CH:6][CH:5]=3)[CH2:34]2)[CH:30]=[C:29]([Cl:39])[CH:28]=1. The yield is 0.340.